This data is from Full USPTO retrosynthesis dataset with 1.9M reactions from patents (1976-2016). The task is: Predict the reactants needed to synthesize the given product. (1) Given the product [CH3:1][O:2][C:3]([C@H:5]1[CH2:6][CH2:7][C@H:8]([C:11]2[C:15]([F:18])=[C:14]([CH3:16])[O:13][N:12]=2)[CH2:9][CH2:10]1)=[O:4], predict the reactants needed to synthesize it. The reactants are: [CH3:1][O:2][C:3]([C@H:5]1[CH2:10][CH2:9][C@H:8]([C:11]2[CH:15]=[C:14]([CH3:16])[O:13][N:12]=2)[CH2:7][CH2:6]1)=[O:4].[B-](F)(F)(F)[F:18].[B-](F)(F)(F)F.C1[N+]2(CCl)CC[N+](F)(CC2)C1. (2) Given the product [Cl:3][C:4]1[CH:5]=[C:6]2[C:10](=[CH:11][CH:12]=1)[N:9]([CH3:26])[C:8]([C:13]1[CH:14]=[CH:15][C:16]([Cl:19])=[CH:17][CH:18]=1)=[C:7]2[CH2:20][CH2:21][C:22]([OH:24])=[O:23], predict the reactants needed to synthesize it. The reactants are: [H-].[Na+].[Cl:3][C:4]1[CH:5]=[C:6]2[C:10](=[CH:11][CH:12]=1)[NH:9][C:8]([C:13]1[CH:18]=[CH:17][C:16]([Cl:19])=[CH:15][CH:14]=1)=[C:7]2[CH2:20][CH2:21][C:22]([OH:24])=[O:23].I[CH3:26].O. (3) Given the product [N:6]1[CH:7]=[CH:8][C:9]([C:12]2[N:16]=[C:15]([CH2:17][O:18][S:2]([CH3:1])(=[O:4])=[O:3])[O:14][N:13]=2)=[CH:10][CH:11]=1, predict the reactants needed to synthesize it. The reactants are: [CH3:1][S:2](Cl)(=[O:4])=[O:3].[N:6]1[CH:11]=[CH:10][C:9]([C:12]2[N:16]=[C:15]([CH2:17][OH:18])[O:14][N:13]=2)=[CH:8][CH:7]=1.C(N(CC)CC)C.O. (4) Given the product [CH2:18]([N:8]1[C:9]2[C:14]([CH2:15][C@H:29]3[CH2:44][CH2:45][CH2:46][CH:47]3[CH2:48][N:43]3[CH2:25][CH2:24][NH:23][CH2:20][CH2:21]3)=[CH:13][N:12]=[CH:11][C:10]=2[N:17]=[C:7]1[C:3]1[C:2]([NH2:1])=[N:6][O:5][N:4]=1)[CH3:19], predict the reactants needed to synthesize it. The reactants are: [NH2:1][C:2]1[C:3]([C:7]2[N:8]([CH2:18][CH3:19])[C:9]3[C:14]([CH:15]=O)=[CH:13][N:12]=[CH:11][C:10]=3[N:17]=2)=[N:4][O:5][N:6]=1.[CH:20]([N:23](C(C)C)[CH2:24][CH3:25])(C)[CH3:21].[C:29](O[BH-](OC(=O)C)OC(=O)C)(=O)C.[Na+].[NH:43]1[CH2:48][CH2:47][CH2:46][CH2:45][CH2:44]1.